Dataset: NCI-60 drug combinations with 297,098 pairs across 59 cell lines. Task: Regression. Given two drug SMILES strings and cell line genomic features, predict the synergy score measuring deviation from expected non-interaction effect. (1) Drug 1: C1=CN(C=N1)CC(O)(P(=O)(O)O)P(=O)(O)O. Drug 2: C1CCC(C(C1)N)N.C(=O)(C(=O)[O-])[O-].[Pt+4]. Cell line: U251. Synergy scores: CSS=30.8, Synergy_ZIP=-11.1, Synergy_Bliss=-2.39, Synergy_Loewe=-4.11, Synergy_HSA=-1.07. (2) Cell line: COLO 205. Drug 2: CC(C)NC(=O)C1=CC=C(C=C1)CNNC.Cl. Synergy scores: CSS=16.8, Synergy_ZIP=-4.69, Synergy_Bliss=-1.50, Synergy_Loewe=-7.52, Synergy_HSA=-7.06. Drug 1: C(CC(=O)O)C(=O)CN.Cl. (3) Drug 1: C1=CC=C(C=C1)NC(=O)CCCCCCC(=O)NO. Drug 2: C#CCC(CC1=CN=C2C(=N1)C(=NC(=N2)N)N)C3=CC=C(C=C3)C(=O)NC(CCC(=O)O)C(=O)O. Cell line: DU-145. Synergy scores: CSS=55.2, Synergy_ZIP=17.7, Synergy_Bliss=4.32, Synergy_Loewe=57.0, Synergy_HSA=7.42. (4) Drug 1: CN(C)N=NC1=C(NC=N1)C(=O)N. Drug 2: C1CN(P(=O)(OC1)NCCCl)CCCl. Cell line: NCI-H226. Synergy scores: CSS=2.34, Synergy_ZIP=1.58, Synergy_Bliss=6.34, Synergy_Loewe=3.42, Synergy_HSA=3.40. (5) Drug 1: CC1=C(C=C(C=C1)NC(=O)C2=CC=C(C=C2)CN3CCN(CC3)C)NC4=NC=CC(=N4)C5=CN=CC=C5. Drug 2: C1C(C(OC1N2C=NC(=NC2=O)N)CO)O. Cell line: HOP-92. Synergy scores: CSS=3.14, Synergy_ZIP=-1.68, Synergy_Bliss=-1.59, Synergy_Loewe=-6.66, Synergy_HSA=-3.29. (6) Drug 1: CC1=C(C=C(C=C1)NC2=NC=CC(=N2)N(C)C3=CC4=NN(C(=C4C=C3)C)C)S(=O)(=O)N.Cl. Drug 2: C1=CN(C(=O)N=C1N)C2C(C(C(O2)CO)O)O.Cl. Cell line: SW-620. Synergy scores: CSS=36.7, Synergy_ZIP=0.940, Synergy_Bliss=-0.946, Synergy_Loewe=-62.3, Synergy_HSA=-8.70. (7) Drug 1: C1CC2CC3=C(CC1C24CN(S(=O)(=O)N4)CC(F)(F)F)C=CC(=C3)C=CCN5CCC(CC5)C(F)(F)F. Drug 2: CC1C(C(CC(O1)OC2CC(CC3=C2C(=C4C(=C3O)C(=O)C5=C(C4=O)C(=CC=C5)OC)O)(C(=O)CO)O)N)O. Cell line: OVCAR3. Synergy scores: CSS=47.7, Synergy_ZIP=-8.81, Synergy_Bliss=-9.15, Synergy_Loewe=-24.3, Synergy_HSA=-1.21. (8) Drug 1: CN(C)C1=NC(=NC(=N1)N(C)C)N(C)C. Drug 2: C1=CC=C(C(=C1)C(C2=CC=C(C=C2)Cl)C(Cl)Cl)Cl. Cell line: HS 578T. Synergy scores: CSS=-8.33, Synergy_ZIP=2.65, Synergy_Bliss=2.24, Synergy_Loewe=-4.41, Synergy_HSA=-4.98. (9) Drug 1: CC1CCC2CC(C(=CC=CC=CC(CC(C(=O)C(C(C(=CC(C(=O)CC(OC(=O)C3CCCCN3C(=O)C(=O)C1(O2)O)C(C)CC4CCC(C(C4)OC)OCCO)C)C)O)OC)C)C)C)OC. Drug 2: CCC1(C2=C(COC1=O)C(=O)N3CC4=CC5=C(C=CC(=C5CN(C)C)O)N=C4C3=C2)O.Cl. Cell line: SNB-19. Synergy scores: CSS=48.6, Synergy_ZIP=4.03, Synergy_Bliss=4.30, Synergy_Loewe=-17.5, Synergy_HSA=0.710.